This data is from Full USPTO retrosynthesis dataset with 1.9M reactions from patents (1976-2016). The task is: Predict the reactants needed to synthesize the given product. (1) Given the product [F:11][C:8]([F:9])([F:10])[C:7]1[O:12][C:3]([CH2:2][Cl:1])=[N:5][N:6]=1, predict the reactants needed to synthesize it. The reactants are: [Cl:1][CH2:2][C:3]([NH:5][NH:6][C:7](=[O:12])[C:8]([F:11])([F:10])[F:9])=O.C(#N)C.P(Cl)(Cl)(Cl)=O.C(OC(C)C)(=O)C. (2) Given the product [CH3:1][O:2][C@@H:3]([C@@H:22]1[CH2:26][CH2:25][CH2:24][N:23]1[C:27]([O:29][C:30]([CH3:33])([CH3:32])[CH3:31])=[O:28])[C@@H:4]([CH3:21])[C:5]([NH:6][C@H:7]([C:15]1[S:16][CH:17]=[CH:18][N:19]=1)[CH2:8][C:9]1[CH:14]=[CH:13][CH:12]=[CH:11][CH:10]=1)=[S:43], predict the reactants needed to synthesize it. The reactants are: [CH3:1][O:2][C@@H:3]([C@@H:22]1[CH2:26][CH2:25][CH2:24][N:23]1[C:27]([O:29][C:30]([CH3:33])([CH3:32])[CH3:31])=[O:28])[C@@H:4]([CH3:21])[C:5](=O)[NH:6][C@H:7]([C:15]1[S:16][CH:17]=[CH:18][N:19]=1)[CH2:8][C:9]1[CH:14]=[CH:13][CH:12]=[CH:11][CH:10]=1.COC1C=CC(P2(=S)SP(C3C=CC(OC)=CC=3)(=S)[S:43]2)=CC=1. (3) Given the product [Cl:19][C:13]1[C:14]([CH3:18])=[CH:15][CH:16]=[CH:17][C:12]=1[C:10]1[N:9]=[C:8]([NH2:20])[N:7]=[C:6]([NH:4][CH:1]2[CH2:3][CH2:2]2)[CH:11]=1, predict the reactants needed to synthesize it. The reactants are: [CH:1]1([NH2:4])[CH2:3][CH2:2]1.Cl[C:6]1[CH:11]=[C:10]([C:12]2[CH:17]=[CH:16][CH:15]=[C:14]([CH3:18])[C:13]=2[Cl:19])[N:9]=[C:8]([NH2:20])[N:7]=1. (4) Given the product [CH:17]1([C:2]2[CH:3]=[CH:4][C:5]3[O:9][C:8]([C:10](=[O:14])[CH:11]([CH3:13])[CH3:12])=[C:7]([CH3:15])[C:6]=3[CH:16]=2)[CH2:19][CH2:18]1, predict the reactants needed to synthesize it. The reactants are: Br[C:2]1[CH:3]=[CH:4][C:5]2[O:9][C:8]([C:10](=[O:14])[CH:11]([CH3:13])[CH3:12])=[C:7]([CH3:15])[C:6]=2[CH:16]=1.[CH:17]1(B(O)O)[CH2:19][CH2:18]1.C(=O)([O-])[O-].[Na+].[Na+].C1(P(C2CCCCC2)C2C=CC=CC=2C2C(OC)=CC=CC=2OC)CCCCC1. (5) Given the product [C:11]([NH:15][C:16]1[C:25]([CH3:26])=[N:24][C:23]2[C:18]([N:17]=1)=[C:19]([C:2]1[CH:3]=[C:4]3[CH2:8][NH:7][C:6](=[O:9])[N:5]3[CH:10]=1)[CH:20]=[CH:21][CH:22]=2)([CH3:14])([CH3:13])[CH3:12], predict the reactants needed to synthesize it. The reactants are: Br[C:2]1[CH:3]=[C:4]2[CH2:8][NH:7][C:6](=[O:9])[N:5]2[CH:10]=1.[C:11]([NH:15][C:16]1[C:25]([CH3:26])=[N:24][C:23]2[C:18](=[C:19](B3OC(C)(C)C(C)(C)O3)[CH:20]=[CH:21][CH:22]=2)[N:17]=1)([CH3:14])([CH3:13])[CH3:12].[O-]P([O-])([O-])=O.[K+].[K+].[K+].CC(C1C=C(C(C)C)C(C2C=CC=CC=2P(C2CCCCC2)C2CCCCC2)=C(C(C)C)C=1)C. (6) Given the product [C:17]([OH:21])(=[O:20])[CH:18]=[CH2:19].[NH2:41][C:42]([O:16][CH2:6][CH3:5])=[O:43], predict the reactants needed to synthesize it. The reactants are: C([C:5]1C=C(C)C=C(C(C)(C)C)[C:6]=1[OH:16])(C)(C)C.[C:17]([O:21]CCCCCC[O:21][C:17](=[O:20])[CH:18]=[CH2:19])(=[O:20])[CH:18]=[CH2:19].C(OCCO)(=O)C=C.[N-:41]=[C:42]=[O:43].